Dataset: Full USPTO retrosynthesis dataset with 1.9M reactions from patents (1976-2016). Task: Predict the reactants needed to synthesize the given product. (1) Given the product [F:20][C:3]1[C:2]([NH:1][C:24]2[C:25](=[O:29])[C:26](=[O:27])[C:23]=2[O:22][CH3:21])=[CH:18][CH:17]=[C:16]([F:19])[C:4]=1[C:5]([N:7]1[CH2:11][CH2:10][CH2:9][C@H:8]1[C:12]([O:14][CH3:15])=[O:13])=[O:6], predict the reactants needed to synthesize it. The reactants are: [NH2:1][C:2]1[C:3]([F:20])=[C:4]([C:16]([F:19])=[CH:17][CH:18]=1)[C:5]([N:7]1[CH2:11][CH2:10][CH2:9][C@H:8]1[C:12]([O:14][CH3:15])=[O:13])=[O:6].[CH3:21][O:22][C:23]1[C:24](=O)[C:25](=[O:29])[C:26]=1[O:27]C. (2) Given the product [NH2:26][C:13]1[N:14]([CH3:17])[C:15](=[O:16])[C:11]2([C:4]3[C:5](=[CH:6][CH:7]=[C:2]([Br:1])[CH:3]=3)[O:8][CH:9]([C:20]3[CH:25]=[CH:24][CH:23]=[CH:22][CH:21]=3)[CH2:10]2)[N:12]=1, predict the reactants needed to synthesize it. The reactants are: [Br:1][C:2]1[CH:3]=[C:4]2[C:11]3([C:15](=[O:16])[N:14]([CH3:17])[C:13](SC)=[N:12]3)[CH2:10][CH:9]([C:20]3[CH:25]=[CH:24][CH:23]=[CH:22][CH:21]=3)[O:8][C:5]2=[CH:6][CH:7]=1.[NH4+:26].[I-].N.CCO. (3) Given the product [C:1]([O:5][C:6](=[O:41])[NH:7][C@H:8]1[CH2:13][CH2:12][C@H:11]([NH:14][C:15]2[N:23]=[C:22]3[C:18]([N:19]=[CH:20][N:21]3[CH:24]([CH3:26])[CH3:25])=[C:17]([NH:27][CH:28]3[CH2:29][CH2:30][NH:31][CH2:32][CH2:33]3)[N:16]=2)[CH2:10][CH2:9]1)([CH3:3])([CH3:4])[CH3:2], predict the reactants needed to synthesize it. The reactants are: [C:1]([O:5][C:6](=[O:41])[NH:7][C@H:8]1[CH2:13][CH2:12][C@H:11]([NH:14][C:15]2[N:23]=[C:22]3[C:18]([N:19]=[CH:20][N:21]3[CH:24]([CH3:26])[CH3:25])=[C:17]([NH:27][CH:28]3[CH2:33][CH2:32][N:31](CC4C=CC=CC=4)[CH2:30][CH2:29]3)[N:16]=2)[CH2:10][CH2:9]1)([CH3:4])([CH3:3])[CH3:2].CO.C([O-])=O.[NH4+]. (4) Given the product [Si:17]([O:10][CH2:9][C@@H:8]([C:5]1[CH:6]=[N:7][C:2]([CH3:1])=[CH:3][CH:4]=1)[OH:11])([C:20]([CH3:23])([CH3:22])[CH3:21])([CH3:19])[CH3:18], predict the reactants needed to synthesize it. The reactants are: [CH3:1][C:2]1[N:7]=[CH:6][C:5]([C@@H:8]([OH:11])[CH2:9][OH:10])=[CH:4][CH:3]=1.N1C=CN=C1.[Si:17](Cl)([C:20]([CH3:23])([CH3:22])[CH3:21])([CH3:19])[CH3:18]. (5) Given the product [Cl:1][CH2:2][CH:3]1[C:11]2[C:10]3[CH:12]=[CH:13][C:14]([S:16]([NH2:19])(=[O:18])=[O:17])=[CH:15][C:9]=3[C:8]([N+:20]([O-:22])=[O:21])=[CH:7][C:6]=2[N:5]([C:36]([C:31]2[NH:32][C:33]3[C:29]([CH:30]=2)=[CH:28][C:27]([O:26][CH2:25][CH2:24][OH:23])=[CH:35][CH:34]=3)=[O:37])[CH2:4]1, predict the reactants needed to synthesize it. The reactants are: [Cl:1][CH2:2][CH:3]1[C:11]2[C:10]3[CH:12]=[CH:13][C:14]([S:16]([NH2:19])(=[O:18])=[O:17])=[CH:15][C:9]=3[C:8]([N+:20]([O-:22])=[O:21])=[CH:7][C:6]=2[NH:5][CH2:4]1.[OH:23][CH2:24][CH2:25][O:26][C:27]1[CH:28]=[C:29]2[C:33](=[CH:34][CH:35]=1)[NH:32][C:31]([C:36](O)=[O:37])=[CH:30]2. (6) Given the product [Cl:34][C:31]1[CH:30]=[CH:29][C:28]([CH2:27][NH:7][C:8]2[CH:13]=[CH:12][C:11]([CH2:14][C:15]3[C:23]4[C:18](=[N:19][CH:20]=[CH:21][CH:22]=4)[NH:17][CH:16]=3)=[C:10]([O:25][CH3:26])[N:9]=2)=[CH:33][CH:32]=1, predict the reactants needed to synthesize it. The reactants are: C(OC(=O)[N:7]([CH2:27][C:28]1[CH:33]=[CH:32][C:31]([Cl:34])=[CH:30][CH:29]=1)[C:8]1[CH:13]=[CH:12][C:11]([CH:14](O)[C:15]2[C:23]3[C:18](=[N:19][CH:20]=[CH:21][CH:22]=3)[NH:17][CH:16]=2)=[C:10]([O:25][CH3:26])[N:9]=1)(C)(C)C.FC(F)(F)C(O)=O.C([SiH](CC)CC)C. (7) Given the product [C:5]([CH:4]([C:3]#[N:7])[C:9]([CH3:15])([CH3:14])[C:10]([O:12][CH3:13])=[O:11])#[N:6], predict the reactants needed to synthesize it. The reactants are: [H-].[Na+].[C:3](#[N:7])[CH2:4][C:5]#[N:6].Br[C:9]([CH3:15])([CH3:14])[C:10]([O:12][CH3:13])=[O:11].C(=O)([O-])O.[Na+]. (8) Given the product [NH2:1][C:2]1[N:7]=[C:6]([NH2:8])[C:5]([C:21]#[C:20][CH:19]([O:22][CH3:23])[C:17]2[CH:16]=[C:15]([O:24][CH3:25])[C:14]([O:26][CH3:27])=[C:13]([O:12][CH3:11])[CH:18]=2)=[C:4]([CH3:10])[N:3]=1, predict the reactants needed to synthesize it. The reactants are: [NH2:1][C:2]1[N:7]=[C:6]([NH2:8])[C:5](I)=[C:4]([CH3:10])[N:3]=1.[CH3:11][O:12][C:13]1[CH:18]=[C:17]([CH:19]([O:22][CH3:23])[C:20]#[CH:21])[CH:16]=[C:15]([O:24][CH3:25])[C:14]=1[O:26][CH3:27].